Predict the product of the given reaction. From a dataset of Forward reaction prediction with 1.9M reactions from USPTO patents (1976-2016). (1) Given the reactants [Cl:1][C:2]1[N:10]=[C:9]2[C:5]([NH:6][CH:7]=[N:8]2)=[C:4]([Cl:11])[N:3]=1.CC(C)([O-])C.[K+].[C:18]([O:26][CH2:27][C@@H:28]1[C@@H:32]([O:33][C:34](=[O:41])[C:35]2[CH:40]=[CH:39][CH:38]=[CH:37][CH:36]=2)[C@:31]([F:43])([CH3:42])[C@@H:30](Br)[O:29]1)(=[O:25])[C:19]1[CH:24]=[CH:23][CH:22]=[CH:21][CH:20]=1.[NH4+].[Cl-], predict the reaction product. The product is: [C:34]([O:33][C@H:32]1[C@:31]([F:43])([CH3:42])[C@H:30]([N:8]2[CH:7]=[N:6][C:5]3[C:9]2=[N:10][C:2]([Cl:1])=[N:3][C:4]=3[Cl:11])[O:29][C@@H:28]1[CH2:27][O:26][C:18](=[O:25])[C:19]1[CH:20]=[CH:21][CH:22]=[CH:23][CH:24]=1)(=[O:41])[C:35]1[CH:40]=[CH:39][CH:38]=[CH:37][CH:36]=1. (2) Given the reactants [NH2:1][C:2]1[CH:7]=[CH:6][CH:5]=[C:4]([Br:8])[C:3]=1[OH:9].C[O:11][C:12](=O)[CH:13](Br)[C:14]1[CH:19]=[CH:18][CH:17]=[CH:16][CH:15]=1.CN1CCCC1=O.N12CCCN=C1CCCCC2, predict the reaction product. The product is: [Br:8][C:4]1[C:3]2[O:9][CH:13]([C:14]3[CH:19]=[CH:18][CH:17]=[CH:16][CH:15]=3)[C:12](=[O:11])[NH:1][C:2]=2[CH:7]=[CH:6][CH:5]=1. (3) Given the reactants [Br:1][C:2]1[CH:7]=[CH:6][C:5]([C:8]2[O:9][C:10]([CH3:17])=[C:11]([CH2:13][C:14](O)=[O:15])[N:12]=2)=[CH:4][CH:3]=1.[K+].[Br-], predict the reaction product. The product is: [Br:1][C:2]1[CH:3]=[CH:4][C:5]([C:8]2[O:9][C:10]([CH3:17])=[C:11]([CH2:13][CH2:14][OH:15])[N:12]=2)=[CH:6][CH:7]=1.